Dataset: Catalyst prediction with 721,799 reactions and 888 catalyst types from USPTO. Task: Predict which catalyst facilitates the given reaction. (1) Reactant: C1(P(N=[N+]=[N-])(C2C=CC=CC=2)=O)C=CC=CC=1.[C:18]([O:22][C:23]([N:25]1[CH:30]2[CH2:31][CH2:32][CH:26]1[CH:27](C(O)=O)[CH2:28][CH2:29]2)=[O:24])([CH3:21])([CH3:20])[CH3:19].C([N:38]([CH2:41]C)CC)C.CC[O:45]C(C)=O. Product: [N:38]([CH:27]1[CH2:28][CH2:29][CH:30]2[N:25]([C:23]([O:22][C:18]([CH3:19])([CH3:20])[CH3:21])=[O:24])[CH:26]1[CH2:32][CH2:31]2)=[C:41]=[O:45]. The catalyst class is: 11. (2) Product: [CH:1]([C:3]1[CH:4]=[C:5]([CH:9]=[CH:10][CH:11]=1)[C:6]([O:8][CH3:14])=[O:7])=[O:2]. The catalyst class is: 6. Reactant: [CH:1]([C:3]1[CH:4]=[C:5]([CH:9]=[CH:10][CH:11]=1)[C:6]([OH:8])=[O:7])=[O:2].CO.[C:14]([O-])([O-])=O.[Cs+].[Cs+].IC. (3) Reactant: [CH3:1][O:2][C:3]1[CH:4]=[C:5]([C:14]2[N:18]([C:19]3[C:20]([C:25]([F:28])([F:27])[F:26])=[N:21][CH:22]=[CH:23][CH:24]=3)[N:17]=[CH:16][CH:15]=2)[CH:6]=[C:7]([N+:11]([O-:13])=[O:12])[C:8]=1[O:9][CH3:10].FC(F)(F)C(OC(=O)C(F)(F)F)=[O:32]. Product: [CH3:1][O:2][C:3]1[CH:4]=[C:5]([C:14]2[N:18]([C:19]3[C:20]([C:25]([F:27])([F:28])[F:26])=[N+:21]([O-:32])[CH:22]=[CH:23][CH:24]=3)[N:17]=[CH:16][CH:15]=2)[CH:6]=[C:7]([N+:11]([O-:13])=[O:12])[C:8]=1[O:9][CH3:10]. The catalyst class is: 4. (4) Reactant: [CH2:1]([N:8]1[C@@H:13]2[C@H:14]([C:16]#[N:17])[CH2:15][C@@:9]1([C:19]1[CH:24]=[CH:23][CH:22]=[CH:21][CH:20]=1)[C:10](=[O:18])[CH2:11][CH2:12]2)[C:2]1[CH:7]=[CH:6][CH:5]=[CH:4][CH:3]=1.CO.[BH4-].[Na+]. Product: [CH2:1]([N:8]1[C@@H:13]2[C@H:14]([C:16]#[N:17])[CH2:15][C@@:9]1([C:19]1[CH:24]=[CH:23][CH:22]=[CH:21][CH:20]=1)[C@H:10]([OH:18])[CH2:11][CH2:12]2)[C:2]1[CH:3]=[CH:4][CH:5]=[CH:6][CH:7]=1. The catalyst class is: 1. (5) Reactant: C(OC1C=CC([C:10]2[S:14][C:13]3[CH:15]=[C:16](OCC)[CH:17]=[CH:18][C:12]=3[CH:11]=2)=CC=1)C.COC1C=C(C=C(OC)C=1OC)C(Cl)=O.[Al+3].[Cl-].[Cl-].[Cl-].O. Product: [S:14]1[CH:10]=[CH:11][C:12]2[CH:18]=[CH:17][CH:16]=[CH:15][C:13]1=2. The catalyst class is: 91. (6) Reactant: C(O[C:4]1[NH:5][C@@H:6]([C:15]2[CH:20]=[CH:19][C:18]([F:21])=[CH:17][CH:16]=2)[CH2:7][CH2:8][C:9]=1[C:10]([O:12][CH2:13][CH3:14])=[O:11])C.[NH3:22]. Product: [NH2:22][C:4]1[NH:5][C@@H:6]([C:15]2[CH:20]=[CH:19][C:18]([F:21])=[CH:17][CH:16]=2)[CH2:7][CH2:8][C:9]=1[C:10]([O:12][CH2:13][CH3:14])=[O:11]. The catalyst class is: 14. (7) Reactant: [F:1][C:2]([F:35])([F:34])[C:3]1[N:8]=[CH:7][C:6]([CH2:9][NH:10][C:11]2[N:16]=[CH:15][C:14]([C:17]3[NH:25][C:24]4[C:23](=[O:26])[N:22]([CH:27]5[CH2:29][CH2:28]5)[C:21](=[O:30])[N:20]([CH2:31][CH2:32][CH3:33])[C:19]=4[N:18]=3)=[CH:13][CH:12]=2)=[CH:5][CH:4]=1.[C:36](Cl)(=[O:41])[C:37]([CH3:40])([CH3:39])[CH3:38]. Product: [CH:27]1([N:22]2[C:23](=[O:26])[C:24]3[NH:25][C:17]([C:14]4[CH:13]=[CH:12][C:11]([N:10]([CH2:9][C:6]5[CH:7]=[N:8][C:3]([C:2]([F:1])([F:34])[F:35])=[CH:4][CH:5]=5)[C:36](=[O:41])[C:37]([CH3:40])([CH3:39])[CH3:38])=[N:16][CH:15]=4)=[N:18][C:19]=3[N:20]([CH2:31][CH2:32][CH3:33])[C:21]2=[O:30])[CH2:28][CH2:29]1. The catalyst class is: 17. (8) Reactant: [CH3:1][C:2]([CH3:22])([CH3:21])[C@H:3]([NH:8][C:9]([C@H:11]([CH2:17][CH:18]([CH3:20])[CH3:19])[CH2:12][C:13](OC)=[O:14])=[O:10])[C:4]([NH:6][CH3:7])=[O:5].Cl.[NH2:24][OH:25].[OH-].[K+]. Product: [CH3:1][C:2]([CH3:22])([CH3:21])[C@H:3]([NH:8][C:9](=[O:10])[C@H:11]([CH2:17][CH:18]([CH3:20])[CH3:19])[CH2:12][C:13]([NH:24][OH:25])=[O:14])[C:4]([NH:6][CH3:7])=[O:5]. The catalyst class is: 5. (9) Reactant: [C:1]([O:5][C:6]([N:8]1[C:14]2[CH:15]=[C:16]([O:19][CH3:20])[CH:17]=[CH:18][C:13]=2[CH2:12][CH2:11][CH:10]([C:21]([O:23][C:24]([CH3:27])([CH3:26])[CH3:25])=[O:22])[C:9]1=[O:28])=[O:7])([CH3:4])([CH3:3])[CH3:2].[N+:29]([O-])([OH:31])=[O:30]. Product: [C:1]([O:5][C:6]([N:8]1[C:14]2[CH:15]=[C:16]([O:19][CH3:20])[C:17]([N+:29]([O-:31])=[O:30])=[CH:18][C:13]=2[CH2:12][CH2:11][CH:10]([C:21]([O:23][C:24]([CH3:27])([CH3:26])[CH3:25])=[O:22])[C:9]1=[O:28])=[O:7])([CH3:3])([CH3:4])[CH3:2]. The catalyst class is: 152. (10) Reactant: [F:1][C:2]1[CH:33]=[CH:32][C:5]([CH2:6][C:7]2[CH:16]=[C:15]3[C:10]([C:11]([OH:31])=[C:12]([C:26]([O:28]CC)=O)[C:13](=[O:25])[N:14]3[CH2:17][CH2:18][N:19]3[CH2:23][CH2:22][CH2:21][C:20]3=[O:24])=[N:9][CH:8]=2)=[CH:4][CH:3]=1.[CH:34]1([NH2:37])[CH2:36][CH2:35]1. Product: [CH:34]1([NH:37][C:26]([C:12]2[C:13](=[O:25])[N:14]([CH2:17][CH2:18][N:19]3[CH2:23][CH2:22][CH2:21][C:20]3=[O:24])[C:15]3[C:10]([C:11]=2[OH:31])=[N:9][CH:8]=[C:7]([CH2:6][C:5]2[CH:4]=[CH:3][C:2]([F:1])=[CH:33][CH:32]=2)[CH:16]=3)=[O:28])[CH2:36][CH2:35]1. The catalyst class is: 14.